This data is from Full USPTO retrosynthesis dataset with 1.9M reactions from patents (1976-2016). The task is: Predict the reactants needed to synthesize the given product. (1) The reactants are: [Br:1][CH2:2][CH2:3][CH2:4][CH2:5][CH2:6][CH2:7][CH2:8][CH2:9][CH2:10][CH2:11][CH2:12][CH2:13][CH2:14][C:15]1[CH:16]=[N:17][CH:18]=[CH:19][CH:20]=1.[N:21]1[CH:26]=[CH:25][CH:24]=[C:23]([CH3:27])[CH:22]=1. Given the product [Br-:1].[CH3:27][C:23]1[CH:22]=[N+:21]([CH2:2][CH2:3][CH2:4][CH2:5][CH2:6][CH2:7][CH2:8][CH2:9][CH2:10][CH2:11][CH2:12][CH2:13][CH2:14][C:15]2[CH:16]=[N:17][CH:18]=[CH:19][CH:20]=2)[CH:26]=[CH:25][CH:24]=1, predict the reactants needed to synthesize it. (2) Given the product [C:15]1([CH2:21][CH2:22][NH:23][C:24]2[S:25][CH:2]=[C:3]([C:5]3[CH:10]=[CH:9][C:8]([C:11]([F:14])([F:13])[F:12])=[CH:7][CH:6]=3)[N:26]=2)[CH:20]=[CH:19][CH:18]=[CH:17][CH:16]=1, predict the reactants needed to synthesize it. The reactants are: Br[CH2:2][C:3]([C:5]1[CH:10]=[CH:9][C:8]([C:11]([F:14])([F:13])[F:12])=[CH:7][CH:6]=1)=O.[C:15]1([CH2:21][CH2:22][NH:23][C:24]([NH2:26])=[S:25])[CH:20]=[CH:19][CH:18]=[CH:17][CH:16]=1.CN(C)C=O. (3) The reactants are: [C:1](Cl)(=[O:4])[CH:2]=[CH2:3].[OH:6][C:7]12[CH2:16][CH:11]3[CH2:12][CH:13]([CH2:15][C:9]([C:17]([CH3:20])([CH3:19])[OH:18])([CH2:10]3)[CH2:8]1)[CH2:14]2.C(N(CC)CC)C.O1CCCC1. Given the product [C:1]([O:18][C:17]([C:9]12[CH2:15][CH:13]3[CH2:12][CH:11]([CH2:16][C:7]([OH:6])([CH2:14]3)[CH2:8]1)[CH2:10]2)([CH3:20])[CH3:19])(=[O:4])[CH:2]=[CH2:3], predict the reactants needed to synthesize it. (4) The reactants are: C[O:2][C:3](=O)[CH2:4][CH2:5][C:6]1[N:7]([CH2:11][C:12]2[CH:17]=[CH:16][CH:15]=[CH:14][C:13]=2[Br:18])[CH:8]=[N:9][CH:10]=1.[BH4-].[Na+]. Given the product [Br:18][C:13]1[CH:14]=[CH:15][CH:16]=[CH:17][C:12]=1[CH2:11][N:7]1[C:6]([CH2:5][CH2:4][CH2:3][OH:2])=[CH:10][N:9]=[CH:8]1, predict the reactants needed to synthesize it.